This data is from NCI-60 drug combinations with 297,098 pairs across 59 cell lines. The task is: Regression. Given two drug SMILES strings and cell line genomic features, predict the synergy score measuring deviation from expected non-interaction effect. (1) Drug 1: C1=CC(=C2C(=C1NCCNCCO)C(=O)C3=C(C=CC(=C3C2=O)O)O)NCCNCCO. Drug 2: CCCS(=O)(=O)NC1=C(C(=C(C=C1)F)C(=O)C2=CNC3=C2C=C(C=N3)C4=CC=C(C=C4)Cl)F. Cell line: HCC-2998. Synergy scores: CSS=15.5, Synergy_ZIP=0.0687, Synergy_Bliss=-3.71, Synergy_Loewe=-37.3, Synergy_HSA=-12.5. (2) Drug 1: CC12CCC(CC1=CCC3C2CCC4(C3CC=C4C5=CN=CC=C5)C)O. Drug 2: CC1=C(N=C(N=C1N)C(CC(=O)N)NCC(C(=O)N)N)C(=O)NC(C(C2=CN=CN2)OC3C(C(C(C(O3)CO)O)O)OC4C(C(C(C(O4)CO)O)OC(=O)N)O)C(=O)NC(C)C(C(C)C(=O)NC(C(C)O)C(=O)NCCC5=NC(=CS5)C6=NC(=CS6)C(=O)NCCC[S+](C)C)O. Cell line: U251. Synergy scores: CSS=4.23, Synergy_ZIP=-10.4, Synergy_Bliss=-18.4, Synergy_Loewe=-24.0, Synergy_HSA=-15.9. (3) Drug 1: CC1C(C(=O)NC(C(=O)N2CCCC2C(=O)N(CC(=O)N(C(C(=O)O1)C(C)C)C)C)C(C)C)NC(=O)C3=C4C(=C(C=C3)C)OC5=C(C(=O)C(=C(C5=N4)C(=O)NC6C(OC(=O)C(N(C(=O)CN(C(=O)C7CCCN7C(=O)C(NC6=O)C(C)C)C)C)C(C)C)C)N)C. Drug 2: CC1=C(C=C(C=C1)C(=O)NC2=CC(=CC(=C2)C(F)(F)F)N3C=C(N=C3)C)NC4=NC=CC(=N4)C5=CN=CC=C5. Cell line: 786-0. Synergy scores: CSS=22.8, Synergy_ZIP=5.70, Synergy_Bliss=6.61, Synergy_Loewe=-1.51, Synergy_HSA=-0.411. (4) Drug 1: CC1=C(C=C(C=C1)C(=O)NC2=CC(=CC(=C2)C(F)(F)F)N3C=C(N=C3)C)NC4=NC=CC(=N4)C5=CN=CC=C5. Drug 2: CC1CCC2CC(C(=CC=CC=CC(CC(C(=O)C(C(C(=CC(C(=O)CC(OC(=O)C3CCCCN3C(=O)C(=O)C1(O2)O)C(C)CC4CCC(C(C4)OC)O)C)C)O)OC)C)C)C)OC. Cell line: SR. Synergy scores: CSS=25.8, Synergy_ZIP=6.00, Synergy_Bliss=7.58, Synergy_Loewe=-28.3, Synergy_HSA=2.11. (5) Drug 2: CN1C(=O)N2C=NC(=C2N=N1)C(=O)N. Drug 1: CCC1(CC2CC(C3=C(CCN(C2)C1)C4=CC=CC=C4N3)(C5=C(C=C6C(=C5)C78CCN9C7C(C=CC9)(C(C(C8N6C)(C(=O)OC)O)OC(=O)C)CC)OC)C(=O)OC)O. Synergy scores: CSS=0.542, Synergy_ZIP=-2.59, Synergy_Bliss=-8.68, Synergy_Loewe=-60.4, Synergy_HSA=-14.7. Cell line: SK-OV-3. (6) Drug 1: CC(C1=C(C=CC(=C1Cl)F)Cl)OC2=C(N=CC(=C2)C3=CN(N=C3)C4CCNCC4)N. Synergy scores: CSS=-6.92, Synergy_ZIP=3.44, Synergy_Bliss=0.280, Synergy_Loewe=-7.68, Synergy_HSA=-6.55. Cell line: SK-MEL-28. Drug 2: CCN(CC)CCNC(=O)C1=C(NC(=C1C)C=C2C3=C(C=CC(=C3)F)NC2=O)C. (7) Drug 1: C1CCC(C1)C(CC#N)N2C=C(C=N2)C3=C4C=CNC4=NC=N3. Drug 2: CC1C(C(CC(O1)OC2CC(CC3=C2C(=C4C(=C3O)C(=O)C5=C(C4=O)C(=CC=C5)OC)O)(C(=O)CO)O)N)O.Cl. Cell line: M14. Synergy scores: CSS=42.2, Synergy_ZIP=6.22, Synergy_Bliss=3.52, Synergy_Loewe=-37.8, Synergy_HSA=-2.66. (8) Drug 1: CC1=C2C(C(=O)C3(C(CC4C(C3C(C(C2(C)C)(CC1OC(=O)C(C(C5=CC=CC=C5)NC(=O)OC(C)(C)C)O)O)OC(=O)C6=CC=CC=C6)(CO4)OC(=O)C)OC)C)OC. Drug 2: C1=NNC2=C1C(=O)NC=N2. Cell line: SK-MEL-28. Synergy scores: CSS=31.8, Synergy_ZIP=6.06, Synergy_Bliss=6.99, Synergy_Loewe=-11.9, Synergy_HSA=4.04. (9) Drug 1: C1=C(C(=O)NC(=O)N1)F. Drug 2: CC1=C(C(=CC=C1)Cl)NC(=O)C2=CN=C(S2)NC3=CC(=NC(=N3)C)N4CCN(CC4)CCO. Cell line: U251. Synergy scores: CSS=26.6, Synergy_ZIP=-1.78, Synergy_Bliss=-2.13, Synergy_Loewe=-3.57, Synergy_HSA=-1.62.